This data is from Catalyst prediction with 721,799 reactions and 888 catalyst types from USPTO. The task is: Predict which catalyst facilitates the given reaction. Reactant: [NH:1]1[CH2:6][CH2:5][CH2:4][C@H:3]([NH:7][C:8](=[O:14])[O:9][C:10]([CH3:13])([CH3:12])[CH3:11])[CH2:2]1.CCN(CC)CC.[CH:22]1[CH:27]=[CH:26][C:25]([CH2:28][O:29][C:30](Cl)=[O:31])=[CH:24][CH:23]=1.O. Product: [O:9]([C:8]([NH:7][C@H:3]1[CH2:4][CH2:5][CH2:6][N:1]([C:30]([O:29][CH2:28][C:25]2[CH:26]=[CH:27][CH:22]=[CH:23][CH:24]=2)=[O:31])[CH2:2]1)=[O:14])[C:10]([CH3:11])([CH3:13])[CH3:12]. The catalyst class is: 2.